From a dataset of Forward reaction prediction with 1.9M reactions from USPTO patents (1976-2016). Predict the product of the given reaction. Given the reactants [N+:1]([C:4]1[C:5](C(O)=O)=[N:6][N:7]([C:9]2[CH:14]=[CH:13][CH:12]=[CH:11][CH:10]=2)[CH:8]=1)([O-:3])=[O:2].C([N:20](CC)CC)C.C1(P(N=[N+]=[N-])(C2C=CC=CC=2)=O)C=CC=CC=1.FC(F)(F)C(O)=O, predict the reaction product. The product is: [N+:1]([C:4]1[C:5]([NH2:20])=[N:6][N:7]([C:9]2[CH:14]=[CH:13][CH:12]=[CH:11][CH:10]=2)[CH:8]=1)([O-:3])=[O:2].